This data is from Reaction yield outcomes from USPTO patents with 853,638 reactions. The task is: Predict the reaction yield, written as a fraction of the theoretical maximum amount of product (1.0 means a 100% yield; for example, 0.34 means a 34% yield). (1) The yield is 0.790. The catalyst is C(O)C.[Zn]. The reactants are [Cl:1][C:2]1[C:8]([O:9][C:10]2[CH:15]=[CH:14][C:13]([C:16]([F:19])([F:18])[F:17])=[CH:12][CH:11]=2)=[CH:7][C:5]([NH2:6])=[C:4]([N+:20]([O-])=O)[CH:3]=1.Cl. The product is [Cl:1][C:2]1[CH:3]=[C:4]([NH2:20])[C:5]([NH2:6])=[CH:7][C:8]=1[O:9][C:10]1[CH:15]=[CH:14][C:13]([C:16]([F:19])([F:17])[F:18])=[CH:12][CH:11]=1. (2) The reactants are [Cl:1][C:2]1[S:6][C:5]([C:7]([NH:9][CH2:10][C@H:11]2[C@H:19]3[N:14]([C:15]4[CH:23]=[CH:22][C:21]([C:24]5[CH:29]=[CH:28][CH:27]=[CH:26][C:25]=5[S:30]([NH:33]C(C)(C)C)(=[O:32])=[O:31])=[CH:20][C:16]=4[O:17][CH2:18]3)[C:13](=[O:38])[O:12]2)=[O:8])=[CH:4][CH:3]=1.CC(=O)OCC. The catalyst is C(O)(C(F)(F)F)=O. The product is [Cl:1][C:2]1[S:6][C:5]([C:7]([NH:9][CH2:10][C@H:11]2[C@H:19]3[N:14]([C:15]4[CH:23]=[CH:22][C:21]([C:24]5[CH:29]=[CH:28][CH:27]=[CH:26][C:25]=5[S:30]([NH2:33])(=[O:31])=[O:32])=[CH:20][C:16]=4[O:17][CH2:18]3)[C:13](=[O:38])[O:12]2)=[O:8])=[CH:4][CH:3]=1. The yield is 0.812. (3) The reactants are [CH3:1][C:2]1[CH:6]=[C:5]([C:7]([OH:9])=O)[NH:4][N:3]=1.CCN(C(C)C)C(C)C.CCN=C=NCCCN(C)C.C1C=CC2N(O)N=NC=2C=1.[Cl:40][C:41]1[CH:42]=[C:43]([C:48]2[CH:52]=[CH:51][N:50]([CH2:53][CH2:54][NH2:55])[N:49]=2)[CH:44]=[CH:45][C:46]=1[Cl:47]. The catalyst is C(Cl)Cl. The product is [Cl:40][C:41]1[CH:42]=[C:43]([C:48]2[CH:52]=[CH:51][N:50]([CH2:53][CH2:54][NH:55][C:7]([C:5]3[NH:4][N:3]=[C:2]([CH3:1])[CH:6]=3)=[O:9])[N:49]=2)[CH:44]=[CH:45][C:46]=1[Cl:47]. The yield is 0.450. (4) The reactants are [N:1]([CH2:4][CH2:5][C:6]1[CH:11]=[CH:10][C:9]([C:12]2[N:16]=[CH:15][N:14]([C:17]3[CH:22]=[CH:21][C:20]([O:23][C:24]([F:27])([F:26])[F:25])=[CH:19][CH:18]=3)[N:13]=2)=[CH:8][CH:7]=1)=[C:2]=[O:3].[CH:28]([C:31]1[CH:36]=[CH:35][C:34]([CH3:37])=[CH:33][C:32]=1[NH:38][C:39]([NH2:41])=[S:40])([CH3:30])[CH3:29].C(=O)([O-])[O-].[Cs+].[Cs+].[C:48](Cl)(=[O:51])[CH:49]=[CH2:50]. The catalyst is C(#N)C.C(OCC)(=O)C. The product is [CH:28]([C:31]1[CH:36]=[CH:35][C:34]([CH3:37])=[CH:33][C:32]=1[N:38]1[C:48](=[O:51])[CH2:49][CH2:50][S:40]/[C:39]/1=[N:41]\[C:2]([NH:1][CH2:4][CH2:5][C:6]1[CH:11]=[CH:10][C:9]([C:12]2[N:16]=[CH:15][N:14]([C:17]3[CH:22]=[CH:21][C:20]([O:23][C:24]([F:26])([F:25])[F:27])=[CH:19][CH:18]=3)[N:13]=2)=[CH:8][CH:7]=1)=[O:3])([CH3:30])[CH3:29]. The yield is 0.440. (5) The reactants are N[C:2]1[CH:11]=[CH:10][CH:9]=[C:8]2[C:3]=1[C:4]([Br:12])=[CH:5][N:6]=[CH:7]2.CCO.N([O-])=O.[Na+].[F:20][B-](F)(F)F.[H+]. The catalyst is O.CCOCC. The product is [Br:12][C:4]1[C:3]2[C:8](=[CH:9][CH:10]=[CH:11][C:2]=2[F:20])[CH:7]=[N:6][CH:5]=1. The yield is 0.420. (6) The reactants are [NH:1]1[CH:5]=[CH:4][N:3]=[C:2]1[CH:6]=O.[Cl:8][C:9]1[CH:15]=[CH:14][C:12]([NH2:13])=[CH:11][CH:10]=1.[BH4-].[Na+].O. The catalyst is CO. The product is [Cl:8][C:9]1[CH:15]=[CH:14][C:12]([NH:13][CH2:6][C:2]2[NH:3][CH:4]=[CH:5][N:1]=2)=[CH:11][CH:10]=1. The yield is 0.530.